From a dataset of Peptide-MHC class II binding affinity with 134,281 pairs from IEDB. Regression. Given a peptide amino acid sequence and an MHC pseudo amino acid sequence, predict their binding affinity value. This is MHC class II binding data. (1) The peptide sequence is VEIALGGVMGGLWKY. The MHC is HLA-DQA10201-DQB10301 with pseudo-sequence HLA-DQA10201-DQB10301. The binding affinity (normalized) is 0.699. (2) The peptide sequence is DDVLAILPIEDLKAL. The MHC is DRB3_0202 with pseudo-sequence DRB3_0202. The binding affinity (normalized) is 0.0953. (3) The peptide sequence is MAGAGPAPMLAAAAG. The MHC is DRB3_0202 with pseudo-sequence DRB3_0202. The binding affinity (normalized) is 0.0737. (4) The peptide sequence is ELYKYKVVKIEPLGV. The MHC is HLA-DPA10201-DPB10501 with pseudo-sequence HLA-DPA10201-DPB10501. The binding affinity (normalized) is 0.336.